Task: Predict which catalyst facilitates the given reaction.. Dataset: Catalyst prediction with 721,799 reactions and 888 catalyst types from USPTO (1) Reactant: [Br:1][C:2]1[CH:9]=[CH:8][C:5]([CH:6]=[O:7])=[CH:4][CH:3]=1.C1(C)C=CC(S([CH2:19][N+:20]#[C-:21])(=O)=O)=CC=1.[C:23](=O)([O-])[O-].[K+].[K+]. Product: [Br:1][C:2]1[CH:9]=[CH:8][C:5]([C:6]2[O:7][CH:21]=[N:20][C:19]=2[CH3:23])=[CH:4][CH:3]=1. The catalyst class is: 5. (2) Reactant: [C:1]([C:5]1[N:6]=[C:7](Cl)[C:8]2[N:9]([C:17](=[O:20])[NH:18][N:19]=2)[C:10]=1[CH:11]([OH:16])[CH2:12][CH:13]([CH3:15])[CH3:14])([CH3:4])([CH3:3])[CH3:2].[N:22]1[CH:27]=[CH:26][CH:25]=[C:24]([CH2:28][CH2:29][NH2:30])[CH:23]=1.O. Product: [C:1]([C:5]1[N:6]=[C:7]([NH:30][CH2:29][CH2:28][C:24]2[CH:23]=[N:22][CH:27]=[CH:26][CH:25]=2)[C:8]2[N:9]([C:17](=[O:20])[NH:18][N:19]=2)[C:10]=1[CH:11]([OH:16])[CH2:12][CH:13]([CH3:15])[CH3:14])([CH3:4])([CH3:3])[CH3:2]. The catalyst class is: 60.